From a dataset of Forward reaction prediction with 1.9M reactions from USPTO patents (1976-2016). Predict the product of the given reaction. (1) The product is: [C:1]([NH:4][C:5]1[CH:6]=[C:7]2[C:11]([C:10]3[C:9]([CH2:20][CH2:21][CH2:22][CH3:23])([CH2:8]2)[CH2:15][CH2:16][C:17](=[O:19])[CH:18]=3)=[CH:12][CH:13]=1)(=[O:3])[CH3:2]. Given the reactants [C:1]([NH:4][C:5]1[CH:6]=[C:7]2[C:11](=[CH:12][CH:13]=1)[C:10](=O)[C:9]([CH2:20][CH2:21][CH2:22][CH3:23])([CH2:15][CH2:16][C:17](=[O:19])[CH3:18])[CH2:8]2)(=[O:3])[CH3:2].N1CCCC1.C(O)(=O)C, predict the reaction product. (2) Given the reactants [CH:1]([N:4]1[C:9](=[O:10])[CH:8]=[CH:7][C:6]([C:11]2[S:15][C:14]([C:16]#[N:17])=[N:13][C:12]=2[C:18]2[CH:23]=[CH:22][CH:21]=[CH:20][CH:19]=2)=[N:5]1)([CH3:3])[CH3:2].C(N)(=[S:26])C.Cl.O, predict the reaction product. The product is: [CH:1]([N:4]1[C:9](=[O:10])[CH:8]=[CH:7][C:6]([C:11]2[S:15][C:14]([C:16](=[S:26])[NH2:17])=[N:13][C:12]=2[C:18]2[CH:19]=[CH:20][CH:21]=[CH:22][CH:23]=2)=[N:5]1)([CH3:3])[CH3:2]. (3) Given the reactants [C:1](O)([C:4]1[CH:9]=[CH:8][CH:7]=[CH:6][CH:5]=1)([CH3:3])[CH3:2], predict the reaction product. The product is: [CH3:3][C:1]([C:4]1[CH:9]=[CH:8][CH:7]=[CH:6][CH:5]=1)=[CH2:2]. (4) Given the reactants [CH3:1][S:2]([C:5]1[C:13]2[C:8](=[C:9]([S:17][CH3:18])[CH:10]=[CH:11][C:12]=2[N+:14]([O-])=O)[NH:7][CH:6]=1)(=[O:4])=[O:3], predict the reaction product. The product is: [CH3:1][S:2]([C:5]1[C:13]2[C:12]([NH2:14])=[CH:11][CH:10]=[C:9]([S:17][CH3:18])[C:8]=2[NH:7][CH:6]=1)(=[O:3])=[O:4]. (5) Given the reactants [Cl:1][C:2]1[CH:3]=[C:4]([N:9]2[CH:20]([CH2:21]I)[CH2:19][C:18]3[C:23]4[C:10]2=[N:11][CH:12]=[N:13][C:14]=4[CH:15]=[C:16]([O:26][CH3:27])[C:17]=3[O:24][CH3:25])[CH:5]=[CH:6][C:7]=1[F:8].C1CCN2C(=NCCC2)CC1, predict the reaction product. The product is: [Cl:1][C:2]1[CH:3]=[C:4]([N:9]2[C:20]([CH3:21])=[CH:19][C:18]3[C:23]4[C:10]2=[N:11][CH:12]=[N:13][C:14]=4[CH:15]=[C:16]([O:26][CH3:27])[C:17]=3[O:24][CH3:25])[CH:5]=[CH:6][C:7]=1[F:8]. (6) Given the reactants [CH3:1][O:2][C:3](=[O:31])[C:4]1[CH:9]=[C:8]([O:10][C:11]2[CH:16]=[CH:15][C:14]([NH2:17])=[C:13]([O:18][CH3:19])[CH:12]=2)[CH:7]=[CH:6][C:5]=1[NH:20][S:21]([C:24]1[CH:29]=[CH:28][C:27]([CH3:30])=[CH:26][CH:25]=1)(=[O:23])=[O:22].[S:32](Cl)([C:35]1[CH:41]=[CH:40][C:38]([CH3:39])=[CH:37][CH:36]=1)(=[O:34])=[O:33].N1C=CC=CC=1, predict the reaction product. The product is: [CH3:1][O:2][C:3](=[O:31])[C:4]1[CH:9]=[C:8]([O:10][C:11]2[CH:16]=[CH:15][C:14]([NH:17][S:32]([C:35]3[CH:41]=[CH:40][C:38]([CH3:39])=[CH:37][CH:36]=3)(=[O:34])=[O:33])=[C:13]([O:18][CH3:19])[CH:12]=2)[CH:7]=[CH:6][C:5]=1[NH:20][S:21]([C:24]1[CH:25]=[CH:26][C:27]([CH3:30])=[CH:28][CH:29]=1)(=[O:23])=[O:22]. (7) Given the reactants [C:1]([C:3]1[C:4]([C:38]([OH:40])=[O:39])=[N:5][C:6]([C:9]2[CH:14]=[CH:13][C:12]([O:15][CH3:16])=[C:11]([CH:17]3[C:30]4[C:29](=[O:31])[CH2:28][C:27]([CH3:33])([CH3:32])[CH2:26][C:25]=4[O:24][C:23]4[CH2:22][C:21]([CH3:35])([CH3:34])[CH2:20][C:19](=[O:36])[C:18]3=4)[C:10]=2[CH3:37])=[CH:7][CH:8]=1)#[CH:2].[H][H].ClCCl, predict the reaction product. The product is: [CH2:1]([C:3]1[C:4]([C:38]([OH:40])=[O:39])=[N:5][C:6]([C:9]2[CH:14]=[CH:13][C:12]([O:15][CH3:16])=[C:11]([CH:17]3[C:30]4[C:29](=[O:31])[CH2:28][C:27]([CH3:32])([CH3:33])[CH2:26][C:25]=4[O:24][C:23]4[CH2:22][C:21]([CH3:34])([CH3:35])[CH2:20][C:19](=[O:36])[C:18]3=4)[C:10]=2[CH3:37])=[CH:7][CH:8]=1)[CH3:2].